This data is from Forward reaction prediction with 1.9M reactions from USPTO patents (1976-2016). The task is: Predict the product of the given reaction. (1) Given the reactants [Br:1][C:2]1[CH:3]=[C:4](/[C:8](/[CH3:13])=[CH:9]/[C:10](O)=[O:11])[CH:5]=[CH:6][CH:7]=1.[Cl-:14].CN(C=O)C, predict the reaction product. The product is: [Br:1][C:2]1[CH:3]=[C:4](/[C:8](/[CH3:13])=[CH:9]/[C:10]([Cl:14])=[O:11])[CH:5]=[CH:6][CH:7]=1. (2) Given the reactants [C:1]([C:3]1[CH:8]=[CH:7][C:6]([C:9]2[N:13]3[CH:14]=[C:15]([C:18]4[CH:26]=[CH:25][C:21](C(O)=O)=[CH:20][CH:19]=4)[CH:16]=[CH:17][C:12]3=[N:11][CH:10]=2)=[CH:5][CH:4]=1)#[N:2].CN(C(ON1N=[N:42][C:37]2C=[CH:39][CH:40]=[N:41][C:36]1=2)=[N+](C)C)C.F[P-](F)(F)(F)(F)F.CN1CC[O:55][CH2:54]C1.N1CCC([C:64]([O:66][C:67]([CH3:70])([CH3:69])[CH3:68])=[O:65])CC1, predict the reaction product. The product is: [C:1]([C:3]1[CH:8]=[CH:7][C:6]([C:9]2[N:13]3[CH:14]=[C:15]([C:18]4[CH:19]=[CH:20][C:21]([C:54]([N:41]5[CH2:36][CH2:37][N:42]([C:64]([O:66][C:67]([CH3:70])([CH3:69])[CH3:68])=[O:65])[CH2:39][CH2:40]5)=[O:55])=[CH:25][CH:26]=4)[CH:16]=[CH:17][C:12]3=[N:11][CH:10]=2)=[CH:5][CH:4]=1)#[N:2].